Dataset: Catalyst prediction with 721,799 reactions and 888 catalyst types from USPTO. Task: Predict which catalyst facilitates the given reaction. (1) Reactant: [CH2:1]([CH2:3][NH2:4])[OH:2].[F:5][C:6]([C:21]([F:24])([F:23])[F:22])([O:10][C:11]([F:20])([F:19])[C:12]([F:18])([F:17])[C:13]([F:16])([F:15])[F:14])[C:7](F)=[O:8]. Product: [F:5][C:6]([C:21]([F:22])([F:23])[F:24])([O:10][C:11]([F:19])([F:20])[C:12]([F:18])([F:17])[C:13]([F:16])([F:15])[F:14])[C:7]([NH:4][CH2:3][CH2:1][OH:2])=[O:8]. The catalyst class is: 28. (2) Reactant: [F:1][C:2]1[CH:7]=[CH:6][CH:5]=[CH:4][C:3]=1[N:8]1[C:16]2[C:11](=[C:12]([N:17]3[CH2:21][CH2:20][NH:19][C:18]3=[O:22])[CH:13]=[CH:14][CH:15]=2)[CH:10]=[N:9]1.[H-].[Na+].Br.Br[CH2:27][C:28]1[N:29]=[CH:30][O:31][CH:32]=1. Product: [F:1][C:2]1[CH:7]=[CH:6][CH:5]=[CH:4][C:3]=1[N:8]1[C:16]2[C:11](=[C:12]([N:17]3[CH2:21][CH2:20][N:19]([CH2:27][C:28]4[N:29]=[CH:30][O:31][CH:32]=4)[C:18]3=[O:22])[CH:13]=[CH:14][CH:15]=2)[CH:10]=[N:9]1. The catalyst class is: 7. (3) Reactant: [N+:1]([C:4]1[CH:5]=[CH:6][C:7]2[O:12][CH:11]([CH2:13][OH:14])[CH2:10][NH:9][C:8]=2[CH:15]=1)([O-])=O. Product: [NH2:1][C:4]1[CH:5]=[CH:6][C:7]2[O:12][CH:11]([CH2:13][OH:14])[CH2:10][NH:9][C:8]=2[CH:15]=1. The catalyst class is: 178. (4) Reactant: CC([Si](C1C=CC=CC=1)(C1C=CC=CC=1)[O:6][C:7]1[C:36]([O:37][CH3:38])=[CH:35][C:10]2[N:11]([C:14]3[S:18][C:17]([C:19]([O:21][CH3:22])=[O:20])=[C:16]([O:23][CH2:24][C:25]4[CH:30]=[CH:29][CH:28]=[CH:27][C:26]=4[C:31]([F:34])([F:33])[F:32])[CH:15]=3)[CH:12]=[N:13][C:9]=2[CH:8]=1)(C)C.[F-].C([N+](CCCC)(CCCC)CCCC)CCC. Product: [OH:6][C:7]1[C:36]([O:37][CH3:38])=[CH:35][C:10]2[N:11]([C:14]3[S:18][C:17]([C:19]([O:21][CH3:22])=[O:20])=[C:16]([O:23][CH2:24][C:25]4[CH:30]=[CH:29][CH:28]=[CH:27][C:26]=4[C:31]([F:34])([F:33])[F:32])[CH:15]=3)[CH:12]=[N:13][C:9]=2[CH:8]=1. The catalyst class is: 7. (5) Reactant: [CH:1]([C:4]1[CH:9]=[CH:8][CH:7]=[CH:6][C:5]=1[OH:10])([CH3:3])[CH3:2].C(N(CCCC)CCCC)CCC.[Sn](Cl)(Cl)(Cl)Cl.[CH2:29]=[O:30].Cl. Product: [OH:10][C:5]1[C:4]([CH:1]([CH3:3])[CH3:2])=[CH:9][CH:8]=[CH:7][C:6]=1[CH:29]=[O:30]. The catalyst class is: 11. (6) Reactant: C(=O)([O-])[O-].[Na+].[Na+].[ClH:7].[N:8]12[CH2:15][CH2:14][CH:11]([CH2:12][CH2:13]1)[C@H:10]([NH:16][C:17]([C:19]1[O:20][C:21]3[C:27](Br)=[CH:26][CH:25]=[CH:24][C:22]=3[CH:23]=1)=[O:18])[CH2:9]2.[C:29]([C:32]1[CH:33]=[C:34](B(O)O)[CH:35]=[CH:36][CH:37]=1)([OH:31])=[O:30]. Product: [ClH:7].[N:8]12[CH2:15][CH2:14][CH:11]([CH2:12][CH2:13]1)[C@H:10]([NH:16][C:17]([C:19]1[O:20][C:21]3[C:27]([C:36]4[CH:37]=[C:32]([CH:33]=[CH:34][CH:35]=4)[C:29]([OH:31])=[O:30])=[CH:26][CH:25]=[CH:24][C:22]=3[CH:23]=1)=[O:18])[CH2:9]2. The catalyst class is: 431.